From a dataset of Full USPTO retrosynthesis dataset with 1.9M reactions from patents (1976-2016). Predict the reactants needed to synthesize the given product. (1) Given the product [CH2:1]([O:8][C:9]([N:11]1[CH2:12][C@@H:13]([OH:40])[C@@H:14]([C:16](=[O:39])[NH:17][C:18]2[CH:23]=[C:22]([C:24]3[CH:29]=[CH:28][CH:27]=[C:26]([NH:30][CH2:31][CH:32]4[CH2:37][CH2:36][O:35][CH2:34][CH2:33]4)[N:25]=3)[C:21]([Cl:38])=[CH:20][N:19]=2)[CH2:15]1)=[O:10])[C:2]1[CH:3]=[CH:4][CH:5]=[CH:6][CH:7]=1, predict the reactants needed to synthesize it. The reactants are: [CH2:1]([O:8][C:9]([N:11]1[CH2:15][C@H:14]([C:16](=[O:39])[NH:17][C:18]2[CH:23]=[C:22]([C:24]3[CH:29]=[CH:28][CH:27]=[C:26]([NH:30][CH2:31][CH:32]4[CH2:37][CH2:36][O:35][CH2:34][CH2:33]4)[N:25]=3)[C:21]([Cl:38])=[CH:20][N:19]=2)[C@H:13]([O:40][Si](C(C)(C)C)(C2C=CC=CC=2)C2C=CC=CC=2)[CH2:12]1)=[O:10])[C:2]1[CH:7]=[CH:6][CH:5]=[CH:4][CH:3]=1.[F-].C([N+](CCCC)(CCCC)CCCC)CCC. (2) Given the product [NH2:1][C:2]1[CH:7]=[CH:6][C:5]([CH:8]2[CH2:13][CH2:12][N:11]([C:20]3[N:19]=[C:18]([Cl:17])[N:23]=[C:22]([C:24]([OH:26])=[O:25])[CH:21]=3)[CH2:10][CH2:9]2)=[N:4][C:3]=1[C:14](=[O:15])[NH2:16], predict the reactants needed to synthesize it. The reactants are: [NH2:1][C:2]1[C:3]([C:14]([NH2:16])=[O:15])=[N:4][C:5]([CH:8]2[CH2:13][CH2:12][NH:11][CH2:10][CH2:9]2)=[CH:6][CH:7]=1.[Cl:17][C:18]1[N:23]=[C:22]([C:24]([O:26]C)=[O:25])[CH:21]=[C:20](Cl)[N:19]=1.[OH-].[K+].Cl. (3) Given the product [C:2]([CH2:5][NH:6][C:7]([C:9]1[CH:10]=[C:11]2[C:21](=[CH:22][CH:23]=1)[O:20][C:14]1([CH2:19][CH2:18][N:17]([C:31]([C:30]3[CH:34]=[C:35]([O:43][CH2:44][CH3:45])[C:36]([C:37]4[CH:38]=[N:39][N:40]([CH3:42])[CH:41]=4)=[C:28]([O:27][CH2:25][CH3:26])[CH:29]=3)=[O:32])[CH2:16][CH2:15]1)[CH2:13][C:12]2=[O:24])=[O:8])(=[O:4])[NH2:3], predict the reactants needed to synthesize it. The reactants are: Cl.[C:2]([CH2:5][NH:6][C:7]([C:9]1[CH:10]=[C:11]2[C:21](=[CH:22][CH:23]=1)[O:20][C:14]1([CH2:19][CH2:18][NH:17][CH2:16][CH2:15]1)[CH2:13][C:12]2=[O:24])=[O:8])(=[O:4])[NH2:3].[CH2:25]([O:27][C:28]1[CH:29]=[C:30]([CH:34]=[C:35]([O:43][CH2:44][CH3:45])[C:36]=1[C:37]1[CH:38]=[N:39][N:40]([CH3:42])[CH:41]=1)[C:31](O)=[O:32])[CH3:26].CCN=C=NCCCN(C)C.Cl.C1C=CC2N(O)N=NC=2C=1. (4) Given the product [Cl:55][C:56]1[CH:57]=[C:58]([CH2:63][C:64]([OH:66])=[O:65])[CH:59]=[CH:60][C:61]=1[O:62][CH2:15][C:12]1[CH:13]=[CH:14][CH:9]=[C:10]([O:26][CH3:27])[CH:11]=1, predict the reactants needed to synthesize it. The reactants are: C(O[C:9]1[CH:14]=[CH:13][C:12]([CH:15](C2(O)CCCCC2)C(O)=O)=[CH:11][C:10]=1[O:26][CH3:27])C1C=CC=CC=1.C(OC1C=CC(CC(O)=O)=CC=1OC)C1C=CC=CC=1.C1(=O)CCCCC1.[Cl:55][C:56]1[CH:57]=[C:58]([CH2:63][C:64]([OH:66])=[O:65])[CH:59]=[CH:60][C:61]=1[OH:62].COC1C=C(C=CC=1)CCl. (5) Given the product [C:1]([NH:5][C:6]([C:8]1[CH:13]=[CH:12][C:11]([C:23]#[C:22][C:20]2[CH:19]=[CH:18][N:17]=[C:16]([Cl:15])[CH:21]=2)=[CH:10][N:9]=1)=[O:7])([CH3:4])([CH3:3])[CH3:2], predict the reactants needed to synthesize it. The reactants are: [C:1]([NH:5][C:6]([C:8]1[CH:13]=[CH:12][C:11](Br)=[CH:10][N:9]=1)=[O:7])([CH3:4])([CH3:3])[CH3:2].[Cl:15][C:16]1[CH:21]=[C:20]([C:22]#[C:23][Si](C)(C)C)[CH:19]=[CH:18][N:17]=1.CCN(CC)CC.CCCC[N+](CCCC)(CCCC)CCCC.[F-]. (6) Given the product [Si:3]([O:10][CH2:11][CH2:12][CH2:13][C@@:14]1([C:36]2[CH:37]=[CH:38][C:39]([F:42])=[CH:40][CH:41]=2)[O:19][C:18](=[O:20])[N:17]([C@H:21]([C:23]2[CH:24]=[CH:25][C:26]([C:29]3[CH:34]=[CH:33][C:32](=[O:35])[N:31]([CH3:43])[CH:30]=3)=[CH:27][CH:28]=2)[CH3:22])[CH2:16][CH2:15]1)([C:6]([CH3:7])([CH3:8])[CH3:9])([CH3:4])[CH3:5], predict the reactants needed to synthesize it. The reactants are: [H-].[Na+].[Si:3]([O:10][CH2:11][CH2:12][CH2:13][C@@:14]1([C:36]2[CH:41]=[CH:40][C:39]([F:42])=[CH:38][CH:37]=2)[O:19][C:18](=[O:20])[N:17]([C@H:21]([C:23]2[CH:28]=[CH:27][C:26]([C:29]3[CH:34]=[CH:33][C:32](=[O:35])[NH:31][CH:30]=3)=[CH:25][CH:24]=2)[CH3:22])[CH2:16][CH2:15]1)([C:6]([CH3:9])([CH3:8])[CH3:7])([CH3:5])[CH3:4].[CH3:43]I. (7) Given the product [CH2:1]([C@@H:3]1[CH2:20][C:19]2[CH2:18][C:17]([O:21][CH3:22])=[CH:16][CH2:15][C:14]=2[C@@H:13]2[C@@H:4]1[C:5]1[C@@:9]([CH2:11][CH2:12]2)([CH3:10])[C@@H:8]([OH:23])[CH2:7][CH:6]=1)[CH3:2], predict the reactants needed to synthesize it. The reactants are: [CH2:1]([C@@H:3]1[CH2:20][C:19]2[CH:18]=[C:17]([O:21][CH3:22])[CH:16]=[CH:15][C:14]=2[C@@H:13]2[C@@H:4]1[C:5]1[C@@:9]([CH2:11][CH2:12]2)([CH3:10])[C@@H:8]([OH:23])[CH2:7][CH:6]=1)[CH3:2].[Li].N.CC(O)C. (8) Given the product [CH3:17][C:18]1[CH:23]=[CH:22][C:21]([NH:24][C:2]2[C:11]3[C:6](=[C:7]([N:12]4[CH:16]=[CH:15][CH:14]=[CH:13]4)[CH:8]=[CH:9][CH:10]=3)[CH:5]=[CH:4][N:3]=2)=[CH:20][C:19]=1[C:25]1[CH:30]=[N:29][CH:28]=[N:27][CH:26]=1, predict the reactants needed to synthesize it. The reactants are: Cl[C:2]1[C:11]2[C:6](=[C:7]([N:12]3[CH:16]=[CH:15][CH:14]=[CH:13]3)[CH:8]=[CH:9][CH:10]=2)[CH:5]=[CH:4][N:3]=1.[CH3:17][C:18]1[CH:23]=[CH:22][C:21]([NH2:24])=[CH:20][C:19]=1[C:25]1[CH:26]=[N:27][CH:28]=[N:29][CH:30]=1.C(=O)([O-])[O-].[K+].[K+]. (9) Given the product [F:1][C:2]1[C:27]([F:28])=[CH:26][CH:25]=[CH:24][C:3]=1[CH2:4][S:5][C:6]1[N:11]=[C:10]([NH:12][S:13]([N:16]2[CH2:19][C:18]([CH3:20])([NH:32][CH3:29])[CH2:17]2)(=[O:15])=[O:14])[CH:9]=[C:8]([O:22][CH3:23])[N:7]=1, predict the reactants needed to synthesize it. The reactants are: [F:1][C:2]1[C:27]([F:28])=[CH:26][CH:25]=[CH:24][C:3]=1[CH2:4][S:5][C:6]1[N:11]=[C:10]([NH:12][S:13]([N:16]2[CH2:19][C:18](O)([CH3:20])[CH2:17]2)(=[O:15])=[O:14])[CH:9]=[C:8]([O:22][CH3:23])[N:7]=1.[CH:29]([N:32](C(C)C)CC)(C)C.CS(Cl)(=O)=O.CN.